Predict the product of the given reaction. From a dataset of Forward reaction prediction with 1.9M reactions from USPTO patents (1976-2016). Given the reactants [OH:1][C:2]([CH3:34])([CH3:33])[CH2:3][C@@:4]1([C:27]2[CH:32]=[CH:31][CH:30]=[CH:29][CH:28]=2)[O:9][C:8](=[O:10])[N:7]([C@H:11]([C:13]2[CH:18]=[CH:17][C:16]([C:19]3[CH:24]=[CH:23][C:22](=[O:25])[N:21]([CH3:26])[CH:20]=3)=[CH:15][CH:14]=2)[CH3:12])[CH2:6][CH2:5]1.Br[C:36]1[CH:41]=[CH:40][C:39]([C@@H:42]([N:44]2[CH2:49][CH2:48][C@:47]([CH2:56][C:57]([CH3:61])([CH3:60])[C:58]#[N:59])([C:50]3[CH:55]=[CH:54][CH:53]=[CH:52][CH:51]=3)[O:46][C:45]2=[O:62])[CH3:43])=[CH:38][CH:37]=1, predict the reaction product. The product is: [CH3:60][C:57]([CH3:61])([CH2:56][C@:47]1([C:50]2[CH:55]=[CH:54][CH:53]=[CH:52][CH:51]=2)[O:46][C:45](=[O:62])[N:44]([C@H:42]([C:39]2[CH:40]=[CH:41][C:36]([C:19]3[CH:24]=[CH:23][C:22](=[O:25])[N:21]([CH3:26])[CH:20]=3)=[CH:37][CH:38]=2)[CH3:43])[CH2:49][CH2:48]1)[C:58]#[N:59].[OH:1][C:2]([CH3:33])([CH3:34])[CH2:3][C@@:4]1([C:27]2[CH:28]=[CH:29][CH:30]=[CH:31][CH:32]=2)[O:9][C:8](=[O:10])[N:7]([C@H:11]([C:13]2[CH:18]=[CH:17][C:16]([C:19]3[CH:24]=[CH:23][C:22](=[O:25])[N:21]([CH3:26])[CH:20]=3)=[CH:15][CH:14]=2)[CH3:12])[CH2:6][CH2:5]1.